From a dataset of Hepatocyte clearance measurements from AstraZeneca. Regression/Classification. Given a drug SMILES string, predict its absorption, distribution, metabolism, or excretion properties. Task type varies by dataset: regression for continuous measurements (e.g., permeability, clearance, half-life) or binary classification for categorical outcomes (e.g., BBB penetration, CYP inhibition). For this dataset (clearance_hepatocyte_az), we predict log10(clearance) (log10 of the in vitro intrinsic clearance, CLint, in uL/min per 10^6 hepatocytes; values are censored to the assay range of 3 to 150, which is 0.477 to 2.18 on this log10 scale). (1) The compound is CCC(CC)NC(=O)c1cnn(-c2ccccc2)c1NS(=O)(=O)c1ccc(C)cc1. The log10(clearance) is 1.68. (2) The drug is Cc1cc(CN2Cc3ccccc3C2C(=O)Nc2ccc(Cl)cc2Cl)ccc1OCC(=O)O. The log10(clearance) is 1.18. (3) The log10(clearance) is 1.61. The drug is CCOC(=O)/C=C/[C@H](C[C@@H]1CCNC1=O)NC(=O)[C@@H](CC(=O)[C@@H](NC(=O)c1cc(C)on1)C(C)C)Cc1ccc(F)cc1. (4) The molecule is CCN(CCNCCc1ccc(O)c2[nH]c(=O)sc12)C(=O)CCOCCc1ccccc1. The log10(clearance) is 2.13. (5) The drug is C[C@H](Cc1cccc(CC(=O)NC23CC4CC(CC(C4)C2)C3)c1)NC[C@H](O)c1ccc(O)c(CO)c1. The log10(clearance) is 1.34. (6) The drug is O=c1[nH]c2c(O)ccc([C@@H](O)CNCCCOCCNCCc3cccc(Cl)c3)c2s1. The log10(clearance) is 0.480. (7) The molecule is O=C([C@@H]1CCCN1)N1CCN(c2nc(NCc3ccc(Cl)cc3Cl)c3cccnc3n2)CC1. The log10(clearance) is 0.780.